Predict the product of the given reaction. From a dataset of Forward reaction prediction with 1.9M reactions from USPTO patents (1976-2016). (1) Given the reactants Br[C:2]1[CH:7]=[CH:6][CH:5]=[CH:4][C:3]=1[CH2:8][C:9]([OH:11])=[O:10].[CH3:12][O:13][C:14]1[CH:15]=[C:16]([CH:18]=[C:19]([O:23][CH3:24])[C:20]=1[O:21][CH3:22])[NH2:17], predict the reaction product. The product is: [CH3:24][O:23][C:19]1[CH:18]=[C:16]([NH:17][C:2]2[CH:7]=[CH:6][CH:5]=[CH:4][C:3]=2[CH2:8][C:9]([OH:11])=[O:10])[CH:15]=[C:14]([O:13][CH3:12])[C:20]=1[O:21][CH3:22]. (2) Given the reactants [C:1]([O:5][C:6](=[O:20])[NH:7][C@@H:8]([CH3:19])[C:9]([C:11]1[CH:16]=[CH:15][C:14]([CH2:17][CH3:18])=[CH:13][CH:12]=1)=[O:10])([CH3:4])([CH3:3])[CH3:2].[Al](C(C)C)(C(C)C)C(C)C.CC(O)C, predict the reaction product. The product is: [C:1]([O:5][C:6](=[O:20])[NH:7][C@@H:8]([CH3:19])[C@@H:9]([C:11]1[CH:16]=[CH:15][C:14]([CH2:17][CH3:18])=[CH:13][CH:12]=1)[OH:10])([CH3:4])([CH3:3])[CH3:2]. (3) Given the reactants C(OC([N:8]1[CH2:13][CH2:12][CH:11]([CH:14]([O:16][C:17]2[CH:22]=[CH:21][C:20]([C:23]3[CH2:24][CH2:25][N:26]([S:29]([CH3:32])(=[O:31])=[O:30])[CH2:27][CH:28]=3)=[CH:19][CH:18]=2)[CH3:15])[CH2:10][CH2:9]1)=O)(C)(C)C.FC(F)(F)C(O)=O, predict the reaction product. The product is: [CH3:32][S:29]([N:26]1[CH2:25][CH:24]=[C:23]([C:20]2[CH:21]=[CH:22][C:17]([O:16][CH:14]([CH:11]3[CH2:10][CH2:9][NH:8][CH2:13][CH2:12]3)[CH3:15])=[CH:18][CH:19]=2)[CH2:28][CH2:27]1)(=[O:30])=[O:31]. (4) Given the reactants F[C:2]1[CH:7]=[CH:6][C:5]([N+:8]([O-])=O)=[CH:4][CH:3]=1.C(=O)([O-])[O-].[K+].[K+].[OH:17][C@H:18]1[CH2:22][NH:21][C@H:20]([C:23]([OH:25])=[O:24])[CH2:19]1.Cl, predict the reaction product. The product is: [NH2:8][C:5]1[CH:6]=[CH:7][C:2]([N:21]2[CH2:22][CH:18]([OH:17])[CH2:19][CH:20]2[C:23]([OH:25])=[O:24])=[CH:3][CH:4]=1. (5) Given the reactants [CH3:1][N:2]1[C:6]([C:7]2[CH:8]=[N:9][CH:10]=[CH:11][CH:12]=2)=[N:5][NH:4][C:3]1=[S:13].C([O-])([O-])=O.[K+].[K+].Cl[CH2:21][C:22]([O:24][CH3:25])=[O:23], predict the reaction product. The product is: [CH3:1][N:2]1[C:6]([C:7]2[CH:8]=[N:9][CH:10]=[CH:11][CH:12]=2)=[N:5][N:4]=[C:3]1[S:13][CH2:21][C:22]([O:24][CH3:25])=[O:23]. (6) Given the reactants [CH3:1][NH:2][CH2:3][C:4]1[CH:13]=[CH:12][C:7]([C:8]([O:10][CH3:11])=[O:9])=[CH:6][C:5]=1[C:14]([F:17])([F:16])[F:15].[C:29]([O:28][C:26](O[C:26]([O:28][C:29]([CH3:32])([CH3:31])[CH3:30])=[O:27])=[O:27])([CH3:32])([CH3:31])[CH3:30].C(N(CC)CC)C, predict the reaction product. The product is: [C:29]([O:28][C:26]([N:2]([CH2:3][C:4]1[CH:13]=[CH:12][C:7]([C:8]([O:10][CH3:11])=[O:9])=[CH:6][C:5]=1[C:14]([F:15])([F:16])[F:17])[CH3:1])=[O:27])([CH3:30])([CH3:31])[CH3:32]. (7) Given the reactants Br[C:2]1[CH:3]=[N:4][CH:5]=[CH:6][C:7]=1[CH2:8][OH:9].CC([Mg]Cl)C.[CH2:15]([N:22]1[CH2:27][CH2:26][C:25](=[O:28])[CH2:24][CH2:23]1)[C:16]1[CH:21]=[CH:20][CH:19]=[CH:18][CH:17]=1, predict the reaction product. The product is: [CH2:15]([N:22]1[CH2:27][CH2:26][C:25]([OH:28])([C:2]2[CH:3]=[N:4][CH:5]=[CH:6][C:7]=2[CH2:8][OH:9])[CH2:24][CH2:23]1)[C:16]1[CH:17]=[CH:18][CH:19]=[CH:20][CH:21]=1.